From a dataset of Catalyst prediction with 721,799 reactions and 888 catalyst types from USPTO. Predict which catalyst facilitates the given reaction. (1) Reactant: C[CH2:2][OH:3].[O:4]=[CH:5][C@H:6]([C@@H:8]([C@@H:10]([CH2:12][OH:13])[OH:11])[OH:9])[OH:7]. Product: [O:4]=[CH:5][C@@H:6]([C@H:8]([C@@H:10]([C@@H:12]([CH2:2][OH:3])[OH:13])[OH:11])[OH:9])[OH:7]. The catalyst class is: 610. (2) Reactant: [Cl:1][C:2]1[CH:21]=[C:20]([Cl:22])[CH:19]=[CH:18][C:3]=1[CH2:4][CH:5]1[CH2:9][CH2:8][N:7]([C@H:10]2[CH2:15][CH2:14][C@@H:13]([OH:16])[CH2:12][CH2:11]2)[C:6]1=[O:17].C(N(CC)CC)C.FC(F)(F)S(O[Si:36]([C:39]([CH3:42])([CH3:41])[CH3:40])([CH3:38])[CH3:37])(=O)=O. Product: [Cl:1][C:2]1[CH:21]=[C:20]([Cl:22])[CH:19]=[CH:18][C:3]=1[CH2:4][CH:5]1[CH2:9][CH2:8][N:7]([C@H:10]2[CH2:11][CH2:12][C@@H:13]([O:16][Si:36]([C:39]([CH3:42])([CH3:41])[CH3:40])([CH3:38])[CH3:37])[CH2:14][CH2:15]2)[C:6]1=[O:17]. The catalyst class is: 4. (3) Reactant: [CH:1]([C:4]1[CH:5]=[CH:6][C:7]([O:27][CH3:28])=[C:8]([C:10]2[CH:15]=[CH:14][C:13]([C:16]([F:19])([F:18])[F:17])=[CH:12][C:11]=2[C@@H:20]2[O:24][C:23](=[O:25])[NH:22][C@H:21]2[CH3:26])[CH:9]=1)([CH3:3])[CH3:2].[H-].[Na+].[F:31][C:32]([F:46])([F:45])[C:33]1[CH:34]=[C:35]([CH:38]=[C:39]([C:41]([F:44])([F:43])[F:42])[CH:40]=1)[CH2:36]Br. Product: [F:31][C:32]([F:45])([F:46])[C:33]1[CH:34]=[C:35]([CH:38]=[C:39]([C:41]([F:44])([F:42])[F:43])[CH:40]=1)[CH2:36][N:22]1[C@@H:21]([CH3:26])[C@H:20]([C:11]2[CH:12]=[C:13]([C:16]([F:17])([F:18])[F:19])[CH:14]=[CH:15][C:10]=2[C:8]2[CH:9]=[C:4]([CH:1]([CH3:3])[CH3:2])[CH:5]=[CH:6][C:7]=2[O:27][CH3:28])[O:24][C:23]1=[O:25]. The catalyst class is: 3. (4) Reactant: [NH2:1][C:2]1[C:3]([C:7]2[N:8]([CH2:37][CH3:38])[C:9]3[C:14]([O:15][CH2:16][CH:17]4[CH2:22][CH2:21][N:20](C(OC(C)(C)C)=O)[CH2:19][CH2:18]4)=[CH:13][N:12]=[C:11]([C:30]#[C:31][C:32]([OH:35])([CH3:34])[CH3:33])[C:10]=3[N:36]=2)=[N:4][O:5][N:6]=1.[ClH:39]. Product: [ClH:39].[NH2:1][C:2]1[C:3]([C:7]2[N:8]([CH2:37][CH3:38])[C:9]3[C:14]([O:15][CH2:16][CH:17]4[CH2:18][CH2:19][NH:20][CH2:21][CH2:22]4)=[CH:13][N:12]=[C:11]([C:30]#[C:31][C:32]([CH3:33])([OH:35])[CH3:34])[C:10]=3[N:36]=2)=[N:4][O:5][N:6]=1. The catalyst class is: 71. (5) Reactant: Br[CH2:2][CH2:3][OH:4].[F:5][C:6]1[CH:11]=[CH:10][C:9]([F:12])=[CH:8][C:7]=1[C@H:13]1[CH2:17][CH2:16][CH2:15][N:14]1[C:18]1[CH:23]=[CH:22][N:21]2[N:24]=[CH:25][C:26]([C:27]([NH:29][CH:30]3[CH2:35][CH2:34][NH:33][CH2:32][CH2:31]3)=[O:28])=[C:20]2[CH:19]=1. Product: [F:5][C:6]1[CH:11]=[CH:10][C:9]([F:12])=[CH:8][C:7]=1[C@H:13]1[CH2:17][CH2:16][CH2:15][N:14]1[C:18]1[CH:23]=[CH:22][N:21]2[N:24]=[CH:25][C:26]([C:27]([NH:29][CH:30]3[CH2:35][CH2:34][N:33]([CH2:2][CH2:3][OH:4])[CH2:32][CH2:31]3)=[O:28])=[C:20]2[CH:19]=1. The catalyst class is: 290. (6) Reactant: [Si]([O:8][CH2:9][C:10]1[C:15]([CH2:16][CH2:17][N:18]2[CH2:23][CH2:22][CH:21]([N:24]3[C:32]4[C:27](=[CH:28][CH:29]=[C:30]([C:33]([NH2:35])=[O:34])[CH:31]=4)[CH:26]=[CH:25]3)[CH2:20][CH2:19]2)=[C:14]([O:36][CH3:37])[CH:13]=[CH:12][CH:11]=1)(C(C)(C)C)(C)C.O.C1(C)C=CC(S(O)(=O)=O)=CC=1.C(OCC)(=O)C.C(=O)([O-])[O-].[Na+].[Na+]. Product: [OH:8][CH2:9][C:10]1[C:15]([CH2:16][CH2:17][N:18]2[CH2:23][CH2:22][CH:21]([N:24]3[C:32]4[C:27](=[CH:28][CH:29]=[C:30]([C:33]([NH2:35])=[O:34])[CH:31]=4)[CH:26]=[CH:25]3)[CH2:20][CH2:19]2)=[C:14]([O:36][CH3:37])[CH:13]=[CH:12][CH:11]=1. The catalyst class is: 5. (7) Reactant: Br[C:2]([F:9])([F:8])[C:3]([O:5][CH2:6][CH3:7])=[O:4].[F:10][C:11]1[CH:12]=[CH:13][C:14]([C:17]2[CH:22]=[CH:21][C:20]([C:23](=[O:25])[CH3:24])=[CH:19][CH:18]=2)=[N:15][CH:16]=1.[I-].[I-].[Sm+2]. Product: [F:8][C:2]([F:9])([C:23]([C:20]1[CH:19]=[CH:18][C:17]([C:14]2[CH:13]=[CH:12][C:11]([F:10])=[CH:16][N:15]=2)=[CH:22][CH:21]=1)([OH:25])[CH3:24])[C:3]([O:5][CH2:6][CH3:7])=[O:4]. The catalyst class is: 7. (8) Reactant: C[Si](C)(C)N[Si](C)(C)C.C([Li])CCC.[OH:15][C@@H:16]1[CH2:41][CH2:40][CH:39]=[CH:38][C:37]2=[CH:42][C:33](=[CH:34][CH:35]=[CH:36]2)[C@@H:32]([CH3:43])[NH:31][C:30](=[O:44])[C@H:29]2[NH:45][N:25]([CH2:26][CH2:27][CH2:28]2)[C:24](=[O:46])[C@H:23]([CH3:47])[NH:22][C:21](=[O:48])[C@H:20]([CH:49]([CH3:51])[CH3:50])[NH:19][C:18](=[O:52])[C@@H:17]1[CH3:53].FC(F)(F)S(O[CH2:60][C:61]([F:64])([F:63])[F:62])(=O)=O. Product: [CH:49]([C@@H:20]1[NH:19][C:18](=[O:52])[C@H:17]([CH3:53])[C@H:16]([O:15][CH2:60][C:61]([F:64])([F:63])[F:62])[CH2:41][CH2:40][CH:39]=[CH:38][C:37]2=[CH:42][C:33](=[CH:34][CH:35]=[CH:36]2)[C@@H:32]([CH3:43])[NH:31][C:30](=[O:44])[C@H:29]2[NH:45][N:25]([CH2:26][CH2:27][CH2:28]2)[C:24](=[O:46])[C@H:23]([CH3:47])[NH:22][C:21]1=[O:48])([CH3:51])[CH3:50]. The catalyst class is: 213.